Dataset: Full USPTO retrosynthesis dataset with 1.9M reactions from patents (1976-2016). Task: Predict the reactants needed to synthesize the given product. (1) Given the product [CH3:3][N:7]1[CH2:12][CH2:11][O:10][CH:9]([C:13]2[CH:18]=[CH:17][C:16]([OH:19])=[CH:15][CH:14]=2)[CH2:8]1, predict the reactants needed to synthesize it. The reactants are: C=O.[C:3](O)(=O)C.[NH:7]1[CH2:12][CH2:11][O:10][CH:9]([C:13]2[CH:18]=[CH:17][C:16]([OH:19])=[CH:15][CH:14]=2)[CH2:8]1. (2) Given the product [Cl:48][C:49]1[CH:54]=[C:53]([N+:55]([O-:57])=[O:56])[CH:52]=[CH:51][C:50]=1[N:58]1[CH2:63][CH2:62][N:61]([C:12]2[C:11]3[C:6](=[CH:7][C:8]([O:31][CH3:32])=[C:9]([O:29][CH3:30])[CH:10]=3)[N:5]=[C:4]([CH:1]3[CH2:3][CH2:2]3)[N:13]=2)[CH2:60][CH2:59]1, predict the reactants needed to synthesize it. The reactants are: [CH:1]1([C:4]2[N:13]=[C:12](N3CCN(C4C=CC(F)=CC=4OC)CC3)[C:11]3[C:6](=[CH:7][C:8]([O:31][CH3:32])=[C:9]([O:29][CH3:30])[CH:10]=3)[N:5]=2)[CH2:3][CH2:2]1.FC1C=CC(N2CCNCC2)=C(OC)C=1.[Cl:48][C:49]1[CH:54]=[C:53]([N+:55]([O-:57])=[O:56])[CH:52]=[CH:51][C:50]=1[N:58]1[CH2:63][CH2:62][NH:61][CH2:60][CH2:59]1. (3) Given the product [Cl:2][C:3]1[C:4]([NH:9][NH:10][C:13](=[O:14])[C:12]([F:23])([F:22])[F:11])=[N:5][CH:6]=[CH:7][N:8]=1, predict the reactants needed to synthesize it. The reactants are: Cl.[Cl:2][C:3]1[C:4]([NH:9][NH2:10])=[N:5][CH:6]=[CH:7][N:8]=1.[F:11][C:12]([F:23])([F:22])[C:13](O[C:13](=[O:14])[C:12]([F:23])([F:22])[F:11])=[O:14].O. (4) The reactants are: [CH2:1]([N:3]([C:29](=O)[C:30]1[CH:35]=[CH:34][C:33]([OH:36])=[CH:32][CH:31]=1)[C:4]1[CH:9]=[C:8]([O:10][CH3:11])[CH:7]=[CH:6][C:5]=1[CH:12]1[CH2:21][CH2:20][C:19]2[CH:18]=[C:17]([O:22]C(=O)C(C)(C)C)[CH:16]=[CH:15][C:14]=2[CH2:13]1)[CH3:2].Cl[CH2:39][C:40]([NH:42][CH2:43][CH2:44][O:45][CH3:46])=O. Given the product [CH2:1]([N:3]([CH2:29][C:30]1[CH:31]=[CH:32][C:33]([O:36][CH2:39][CH2:40][NH:42][CH2:43][CH2:44][O:45][CH3:46])=[CH:34][CH:35]=1)[C:4]1[CH:9]=[C:8]([O:10][CH3:11])[CH:7]=[CH:6][C:5]=1[CH:12]1[CH2:21][CH2:20][C:19]2[CH:18]=[C:17]([OH:22])[CH:16]=[CH:15][C:14]=2[CH2:13]1)[CH3:2], predict the reactants needed to synthesize it. (5) Given the product [Si:18]([O:25][C@@H:26]1[C@H:30]([CH2:31][O:32][Si:33]([C:36]([CH3:39])([CH3:38])[CH3:37])([CH3:34])[CH3:35])[CH2:29][C@@H:28]([NH:40][C:3]2[N:4]=[C:5]([C:11]3[CH:16]=[CH:15][CH:14]=[C:13]([Cl:17])[CH:12]=3)[N:6]=[C:7]3[C:2]=2[N:10]=[CH:9][NH:8]3)[CH2:27]1)([C:21]([CH3:24])([CH3:23])[CH3:22])([CH3:20])[CH3:19], predict the reactants needed to synthesize it. The reactants are: Cl[C:2]1[N:10]=[CH:9][N:8]=[C:7]2[C:3]=1[N:4]=[C:5]([C:11]1[CH:16]=[CH:15][CH:14]=[C:13]([Cl:17])[CH:12]=1)[NH:6]2.[Si:18]([O:25][C@@H:26]1[C@H:30]([CH2:31][O:32][Si:33]([C:36]([CH3:39])([CH3:38])[CH3:37])([CH3:35])[CH3:34])[CH2:29][C@@H:28]([NH2:40])[CH2:27]1)([C:21]([CH3:24])([CH3:23])[CH3:22])([CH3:20])[CH3:19].C(N(CC)C(C)C)(C)C. (6) Given the product [NH:32]1[CH2:36][CH2:35][CH:34]([NH:37][C:38]([C:40]2[CH:44]=[CH:43][S:42][C:41]=2[NH:45][C:46]2[CH:51]=[CH:50][N:49]=[C:48]3[NH:52][CH:53]=[CH:54][C:47]=23)=[O:39])[CH2:33]1, predict the reactants needed to synthesize it. The reactants are: N1CCC[C@@H]1CNC(C1SC=CC=1NC1C=CN=C2NC=CC=12)=O.C(OC([N:32]1[CH2:36][CH2:35][CH:34]([NH:37][C:38]([C:40]2[CH:44]=[CH:43][S:42][C:41]=2[NH:45][C:46]2[CH:51]=[CH:50][N:49]=[C:48]3[NH:52][CH:53]=[CH:54][C:47]=23)=[O:39])[CH2:33]1)=O)(C)(C)C. (7) Given the product [NH2:20][C:18]1[N:19]=[C:14]([C:7]2[C:8]3[C:13](=[CH:12][CH:11]=[CH:10][CH:9]=3)[N:5]([CH2:4][C:3]3[CH:22]=[CH:23][CH:24]=[CH:25][C:2]=3[F:1])[N:6]=2)[N:15]=[C:16]([NH:21][C:33](=[O:35])[CH3:34])[CH:17]=1, predict the reactants needed to synthesize it. The reactants are: [F:1][C:2]1[CH:25]=[CH:24][CH:23]=[CH:22][C:3]=1[CH2:4][N:5]1[C:13]2[C:8](=[CH:9][CH:10]=[CH:11][CH:12]=2)[C:7]([C:14]2[N:19]=[C:18]([NH2:20])[CH:17]=[C:16]([NH2:21])[N:15]=2)=[N:6]1.C(N(CC)CC)C.[C:33](OC(=O)C)(=[O:35])[CH3:34].